This data is from Experimentally validated miRNA-target interactions with 360,000+ pairs, plus equal number of negative samples. The task is: Binary Classification. Given a miRNA mature sequence and a target amino acid sequence, predict their likelihood of interaction. The miRNA is mmu-miR-362-5p with sequence AAUCCUUGGAACCUAGGUGUGAAU. The protein sequence of the target gene is MWWFQQGLSFLPSALVIWTFATFIFSYITAITLHHVDPALPYISDTGTIPPERCLFGVMLNIAAVLGIATMYVRYKQVHALNPEENLIIKLNKAGLVLGILSCLGLSLVANFQKSTLFIVHVCGAVLAFSMGSFYMFVQTILSYQMQPKIHSKQVFWVRLLLVIWCGVSALSMMTCSSILYSSDFGPDVVQKLHWNPEDKGYVLHLVTTAAEWSMSFSFFGFFLTYIRDFQKITLRVEANLHGLTLYDTVPCPVNNERTPLLSRDFQ. Result: 1 (interaction).